This data is from Kir2.1 potassium channel HTS with 301,493 compounds. The task is: Binary Classification. Given a drug SMILES string, predict its activity (active/inactive) in a high-throughput screening assay against a specified biological target. (1) The molecule is O=c1n([nH]c(c1/C=C1/N=c2c(=C1)cccc2)C)c1ccccc1. The result is 0 (inactive). (2) The drug is S(Oc1c(OCC)cc(cc1)/C=N\O)(=O)(=O)c1ccc(cc1)C. The result is 1 (active). (3) The drug is S(=O)(=O)(NC(C)(C)C)c1ccc(NC(=S)NC(=O)C2CCC2)cc1. The result is 0 (inactive). (4) The drug is n12c(nnc2C)c(NCCC(C)C)nc2c1cccc2. The result is 0 (inactive). (5) The molecule is S(=O)(=O)(NC(c1ccccc1)C)c1cc([N+]([O-])=O)c(cc1)C. The result is 1 (active).